This data is from Catalyst prediction with 721,799 reactions and 888 catalyst types from USPTO. The task is: Predict which catalyst facilitates the given reaction. (1) Reactant: C([N:3](CC)CC)C.[CH3:8][O:9][C:10]1[N:11]=[CH:12][C:13]2[CH:19]=[C:18]([C:20]([OH:22])=O)[C:17](=[O:23])[NH:16][C:14]=2[N:15]=1.CN(C(ON1N=NC2C=CC=NC1=2)=[N+](C)C)C.F[P-](F)(F)(F)(F)F.[CH3:48][O:49][C:50]([C:52]1[CH:57]=[CH:56][C:55]([CH3:58])=[CH:54][C:53]=1N)=[O:51].C(=O)(O)[O-].[Na+]. Product: [CH3:48][O:49][C:50](=[O:51])[C:52]1[CH:57]=[CH:56][C:55]([CH3:58])=[C:54]([NH:3][C:20]([C:18]2[C:17](=[O:23])[NH:16][C:14]3[N:15]=[C:10]([O:9][CH3:8])[N:11]=[CH:12][C:13]=3[CH:19]=2)=[O:22])[CH:53]=1. The catalyst class is: 248. (2) Reactant: [F:1][C:2]1[CH:28]=[C:27]([N:29]2[CH:33]=[N:32][N:31]=[N:30]2)[CH:26]=[CH:25][C:3]=1[O:4][CH2:5][C:6]1[CH:11]=[CH:10][N:9]=[C:8]([CH:12]2[CH2:17][CH2:16][N:15](C(OC(C)(C)C)=O)[CH2:14][CH2:13]2)[N:7]=1.[ClH:34]. Product: [ClH:34].[F:1][C:2]1[CH:28]=[C:27]([N:29]2[CH:33]=[N:32][N:31]=[N:30]2)[CH:26]=[CH:25][C:3]=1[O:4][CH2:5][C:6]1[CH:11]=[CH:10][N:9]=[C:8]([CH:12]2[CH2:17][CH2:16][NH:15][CH2:14][CH2:13]2)[N:7]=1. The catalyst class is: 12.